Dataset: NCI-60 drug combinations with 297,098 pairs across 59 cell lines. Task: Regression. Given two drug SMILES strings and cell line genomic features, predict the synergy score measuring deviation from expected non-interaction effect. (1) Drug 1: CCCCCOC(=O)NC1=NC(=O)N(C=C1F)C2C(C(C(O2)C)O)O. Drug 2: CC12CCC3C(C1CCC2O)C(CC4=C3C=CC(=C4)O)CCCCCCCCCS(=O)CCCC(C(F)(F)F)(F)F. Cell line: NCI-H460. Synergy scores: CSS=2.66, Synergy_ZIP=0.148, Synergy_Bliss=2.57, Synergy_Loewe=1.82, Synergy_HSA=1.68. (2) Drug 1: CN(C)N=NC1=C(NC=N1)C(=O)N. Drug 2: CCCS(=O)(=O)NC1=C(C(=C(C=C1)F)C(=O)C2=CNC3=C2C=C(C=N3)C4=CC=C(C=C4)Cl)F. Cell line: 786-0. Synergy scores: CSS=1.70, Synergy_ZIP=-1.15, Synergy_Bliss=-3.28, Synergy_Loewe=-3.98, Synergy_HSA=-3.38. (3) Drug 1: CCC1=CC2CC(C3=C(CN(C2)C1)C4=CC=CC=C4N3)(C5=C(C=C6C(=C5)C78CCN9C7C(C=CC9)(C(C(C8N6C)(C(=O)OC)O)OC(=O)C)CC)OC)C(=O)OC.C(C(C(=O)O)O)(C(=O)O)O. Drug 2: CN(C(=O)NC(C=O)C(C(C(CO)O)O)O)N=O. Cell line: UACC62. Synergy scores: CSS=50.8, Synergy_ZIP=-4.09, Synergy_Bliss=-4.79, Synergy_Loewe=-13.9, Synergy_HSA=-1.61. (4) Drug 1: CCCCCOC(=O)NC1=NC(=O)N(C=C1F)C2C(C(C(O2)C)O)O. Drug 2: C1CN(CCN1C(=O)CCBr)C(=O)CCBr. Cell line: OVCAR-8. Synergy scores: CSS=8.96, Synergy_ZIP=-4.62, Synergy_Bliss=2.61, Synergy_Loewe=-9.95, Synergy_HSA=-0.817.